Dataset: Full USPTO retrosynthesis dataset with 1.9M reactions from patents (1976-2016). Task: Predict the reactants needed to synthesize the given product. Given the product [NH:26]1[CH2:27][CH2:28][CH:23]([CH2:22][N:18]2[C:19]3[C:14](=[CH:13][C:12]([C:10]4[CH:9]=[N:8][N:7]([CH:2]5[CH2:3][CH2:4][CH2:5][CH2:6][O:1]5)[CH:11]=4)=[CH:21][CH:20]=3)[CH2:15][CH2:16][CH2:17]2)[CH2:24][CH2:25]1, predict the reactants needed to synthesize it. The reactants are: [O:1]1[CH2:6][CH2:5][CH2:4][CH2:3][CH:2]1[N:7]1[CH:11]=[C:10]([C:12]2[CH:13]=[C:14]3[C:19](=[CH:20][CH:21]=2)[N:18]([CH2:22][CH:23]2[CH2:28][CH2:27][N:26](C(OCC4C=CC=CC=4)=O)[CH2:25][CH2:24]2)[CH2:17][CH2:16][CH2:15]3)[CH:9]=[N:8]1.CO.ClCCl.